Dataset: Catalyst prediction with 721,799 reactions and 888 catalyst types from USPTO. Task: Predict which catalyst facilitates the given reaction. (1) Reactant: [Si:1]([O:8][CH2:9][CH2:10][C:11]1[N:16]=[CH:15][C:14]([NH2:17])=[CH:13][CH:12]=1)([C:4]([CH3:7])([CH3:6])[CH3:5])([CH3:3])[CH3:2].N1C=CC=CC=1.[C:24](Cl)(=[O:32])[O:25][C:26]1[CH:31]=[CH:30][CH:29]=[CH:28][CH:27]=1. Product: [Si:1]([O:8][CH2:9][CH2:10][C:11]1[N:16]=[CH:15][C:14]([NH:17][C:24](=[O:32])[O:25][C:26]2[CH:31]=[CH:30][CH:29]=[CH:28][CH:27]=2)=[CH:13][CH:12]=1)([C:4]([CH3:6])([CH3:7])[CH3:5])([CH3:3])[CH3:2]. The catalyst class is: 21. (2) Reactant: [OH:1][C:2]1[CH:15]=[CH:14][C:5]([C:6]([C:8]2[CH:13]=[CH:12][CH:11]=[CH:10][CH:9]=2)=[O:7])=[CH:4][CH:3]=1.C([O-])([O-])=O.[K+].[K+].Cl[CH2:23][CH2:24][O:25][CH2:26][CH2:27][OH:28].[Na+].[I-]. Product: [OH:28][CH2:27][CH2:26][O:25][CH2:24][CH2:23][O:1][C:2]1[CH:3]=[CH:4][C:5]([C:6]([C:8]2[CH:13]=[CH:12][CH:11]=[CH:10][CH:9]=2)=[O:7])=[CH:14][CH:15]=1. The catalyst class is: 210. (3) Reactant: [CH2:1]([O:8][C:9]1[CH:10]=[CH:11][C:12]([C@@H:20]([OH:23])[CH2:21][Br:22])=[C:13]2[C:18]=1[NH:17][C:16](=[O:19])[CH:15]=[CH:14]2)[C:2]1[CH:7]=[CH:6][CH:5]=[CH:4][CH:3]=1.S(C1C=CC(C)=CC=1)([O-])(=O)=O.[NH+]1C=CC=CC=1.[O:41]1[CH:46]=[CH:45][CH2:44][CH2:43][CH2:42]1. Product: [CH2:1]([O:8][C:9]1[CH:10]=[CH:11][C:12]([C@@H:20]([O:23][CH:42]2[CH2:43][CH2:44][CH2:45][CH2:46][O:41]2)[CH2:21][Br:22])=[C:13]2[C:18]=1[NH:17][C:16](=[O:19])[CH:15]=[CH:14]2)[C:2]1[CH:3]=[CH:4][CH:5]=[CH:6][CH:7]=1. The catalyst class is: 2. (4) Reactant: C([O:4][CH2:5][C@@:6]([NH:26]C(=O)C)([CH3:25])[CH2:7][CH2:8][C:9]1[O:10][C:11]([C:14]#[C:15][CH2:16][O:17][C:18]2[CH:23]=[CH:22][C:21]([Cl:24])=[CH:20][CH:19]=2)=[CH:12][CH:13]=1)(=O)C.O1CCCC1.CO.O.[OH-].[Li+]. Product: [NH2:26][C@:6]([CH3:25])([CH2:7][CH2:8][C:9]1[O:10][C:11]([C:14]#[C:15][CH2:16][O:17][C:18]2[CH:19]=[CH:20][C:21]([Cl:24])=[CH:22][CH:23]=2)=[CH:12][CH:13]=1)[CH2:5][OH:4]. The catalyst class is: 6.